This data is from Forward reaction prediction with 1.9M reactions from USPTO patents (1976-2016). The task is: Predict the product of the given reaction. (1) Given the reactants [CH:1]1[CH:2]=[N:3][C:4]2[C:9]([N:10]=1)=[CH:8][C:7]1[CH:11]3[CH2:16][NH:15][CH2:14][CH:13]([C:6]=1[CH:5]=2)[CH2:12]3.[C:17]([OH:26])(=[O:25])[CH:18]([CH:20]([C:22]([OH:24])=[O:23])[OH:21])[OH:19], predict the reaction product. The product is: [CH:2]1[CH:1]=[N:10][C:9]2[C:4]([N:3]=1)=[CH:5][C:6]1[CH:13]3[CH2:14][NH:15][CH2:16][CH:11]([C:7]=1[CH:8]=2)[CH2:12]3.[CH:18]([OH:19])([C:17]([OH:26])=[O:25])[CH:20]([OH:21])[C:22]([OH:24])=[O:23]. (2) The product is: [C:1]([NH:5][C:6]([C:8]1[C:16]2[C:11](=[N:12][CH:13]=[C:14]([C:17]3[C:25]4[C:20](=[CH:21][CH:22]=[C:23]([O:26][CH:27]([F:28])[F:29])[CH:24]=4)[N:19]([CH2:39][CH2:40][CH2:41][N:42]4[CH2:45][CH:44]([OH:46])[CH2:43]4)[N:18]=3)[N:15]=2)[N:10]([CH2:30][O:31][CH2:32][CH2:33][Si:34]([CH3:37])([CH3:36])[CH3:35])[CH:9]=1)=[O:7])([CH3:4])([CH3:3])[CH3:2]. Given the reactants [C:1]([NH:5][C:6]([C:8]1[C:16]2[C:11](=[N:12][CH:13]=[C:14]([C:17]3[C:25]4[C:20](=[CH:21][CH:22]=[C:23]([O:26][CH:27]([F:29])[F:28])[CH:24]=4)[NH:19][N:18]=3)[N:15]=2)[N:10]([CH2:30][O:31][CH2:32][CH2:33][Si:34]([CH3:37])([CH3:36])[CH3:35])[CH:9]=1)=[O:7])([CH3:4])([CH3:3])[CH3:2].Cl[CH2:39][CH2:40][CH2:41][N:42]1[CH2:45][CH:44]([OH:46])[CH2:43]1.C([O-])([O-])=O.[Cs+].[Cs+], predict the reaction product. (3) The product is: [C:1]([O:5][C:6]([N:8]1[C:16]2[C:11](=[CH:12][CH:13]=[C:14]([O:17][C:18]3[CH:23]=[CH:22][CH:21]=[CH:20][C:19]=3[F:24])[CH:15]=2)[C:10]([C:28]2[CH:29]=[CH:30][CH:31]=[CH:32][C:27]=2[Cl:26])=[N:9]1)=[O:7])([CH3:4])([CH3:3])[CH3:2]. Given the reactants [C:1]([O:5][C:6]([N:8]1[C:16]2[C:11](=[CH:12][CH:13]=[C:14]([O:17][C:18]3[CH:23]=[CH:22][CH:21]=[CH:20][C:19]=3[F:24])[CH:15]=2)[C:10](I)=[N:9]1)=[O:7])([CH3:4])([CH3:3])[CH3:2].[Cl:26][C:27]1[CH:32]=[CH:31][CH:30]=[CH:29][C:28]=1B(O)O.C(=O)([O-])[O-].[K+].[K+], predict the reaction product. (4) The product is: [ClH:30].[F:21][C:15]1[CH:16]=[CH:17][CH:18]=[C:19]([F:20])[C:14]=1[N:7]1[C:8]2[CH:13]=[CH:12][CH:11]=[CH:10][C:9]=2[N:5]([CH2:4][CH2:3][CH2:2][NH:29][CH:24]2[CH2:28][CH2:27][CH2:26][CH2:25]2)[S:6]1(=[O:23])=[O:22]. Given the reactants Br[CH2:2][CH2:3][CH2:4][N:5]1[C:9]2[CH:10]=[CH:11][CH:12]=[CH:13][C:8]=2[N:7]([C:14]2[C:19]([F:20])=[CH:18][CH:17]=[CH:16][C:15]=2[F:21])[S:6]1(=[O:23])=[O:22].[CH:24]1([NH2:29])[CH2:28][CH2:27][CH2:26][CH2:25]1.[ClH:30], predict the reaction product. (5) Given the reactants O.O[C:3]1[C:11]2[N:10]=[N:9]NC=2C=[CH:5][CH:4]=1.C(N(C(C)C)C(C)C)C.Cl.CN(C)CCCN=C=NCC.[F:33][C:34]1[CH:35]=[C:36]([C:41]2[C:45]([CH2:46][O:47][C:48]3[CH:56]=[CH:55][C:51]([C:52]([OH:54])=O)=[CH:50][N:49]=3)=[C:44]([CH2:57][OH:58])[O:43][N:42]=2)[CH:37]=[CH:38][C:39]=1[F:40].NN1CCCC1, predict the reaction product. The product is: [F:33][C:34]1[CH:35]=[C:36]([C:41]2[C:45]([CH2:46][O:47][C:48]3[CH:56]=[CH:55][C:51]([C:52]([NH:9][N:10]4[CH2:5][CH2:4][CH2:3][CH2:11]4)=[O:54])=[CH:50][N:49]=3)=[C:44]([CH2:57][OH:58])[O:43][N:42]=2)[CH:37]=[CH:38][C:39]=1[F:40]. (6) The product is: [I:12][C:3]1[C:4]2[C:9]([CH:10]=[O:11])=[CH:8][CH:7]=[N:6][C:5]=2[N:1]([S:20]([C:23]2[CH:29]=[CH:28][C:26]([CH3:27])=[CH:25][CH:24]=2)(=[O:22])=[O:21])[CH:2]=1. Given the reactants [NH:1]1[C:5]2[N:6]=[CH:7][CH:8]=[C:9]([CH:10]=[O:11])[C:4]=2[CH:3]=[CH:2]1.[I:12]I.[I-].[Na+].[OH-].[Na+].[H-].[Na+].[S:20](Cl)([C:23]1[CH:29]=[CH:28][C:26]([CH3:27])=[CH:25][CH:24]=1)(=[O:22])=[O:21], predict the reaction product. (7) Given the reactants [CH3:1][C:2]1[S:3][CH:4]=[C:5]([C:7]([NH:9][C:10]2[CH:18]=[C:17]([Sn](C)(C)C)[CH:16]=[C:15]3[C:11]=2[CH:12]=[N:13][N:14]3S(C2C=CC=CC=2)(=O)=O)=[O:8])[N:6]=1.Br[C:33]1[CH:34]=[C:35]([NH:41][S:42]([CH3:45])(=[O:44])=[O:43])[C:36]([O:39][CH3:40])=[N:37][CH:38]=1.CN(C=O)C, predict the reaction product. The product is: [CH3:1][C:2]1[S:3][CH:4]=[C:5]([C:7]([NH:9][C:10]2[CH:18]=[C:17]([C:33]3[CH:38]=[N:37][C:36]([O:39][CH3:40])=[C:35]([NH:41][S:42]([CH3:45])(=[O:44])=[O:43])[CH:34]=3)[CH:16]=[C:15]3[C:11]=2[CH:12]=[N:13][NH:14]3)=[O:8])[N:6]=1.